From a dataset of Forward reaction prediction with 1.9M reactions from USPTO patents (1976-2016). Predict the product of the given reaction. (1) The product is: [CH2:22]([Si:17]([CH2:13][CH2:14][CH2:15][CH3:16])([CH2:18][CH2:19][CH2:20][CH3:21])[O:1][C:2]1[C:3]([C:8]([O:10][CH2:11][CH3:12])=[O:9])=[N:4][CH:5]=[CH:6][CH:7]=1)[CH2:23][CH2:24][CH3:25]. Given the reactants [OH:1][C:2]1[C:3]([C:8]([O:10][CH2:11][CH3:12])=[O:9])=[N:4][CH:5]=[CH:6][CH:7]=1.[CH2:13]([Si:17](Cl)([CH2:22][CH2:23][CH2:24][CH3:25])[CH2:18][CH2:19][CH2:20][CH3:21])[CH2:14][CH2:15][CH3:16].N1C=CN=C1.O, predict the reaction product. (2) Given the reactants O.[NH2:2][NH2:3].[O:4]=[C:5]([C:15]([F:18])([F:17])[F:16])[CH2:6][C:7]([C:9]1[CH:14]=[CH:13][CH:12]=[CH:11][N:10]=1)=O, predict the reaction product. The product is: [OH:4][C:5]1([C:15]([F:18])([F:17])[F:16])[NH:3][N:2]=[C:7]([C:9]2[CH:14]=[CH:13][CH:12]=[CH:11][N:10]=2)[CH2:6]1. (3) Given the reactants [NH:1]1[C:9]2[C:4](=[CH:5][CH:6]=[C:7](N)[CH:8]=2)[CH:3]=[N:2]1.F[B-](F)(F)F.[H+].N([O-])=[O:18].[Na+].C(=O)([O-])[O-].[Na+].[Na+], predict the reaction product. The product is: [NH:1]1[C:9]2[C:4](=[CH:5][CH:6]=[C:7]([OH:18])[CH:8]=2)[CH:3]=[N:2]1. (4) Given the reactants [CH2:1]([CH:11]([CH2:23][CH2:24][CH2:25]/[CH:26]=[CH:27]\[CH2:28][CH2:29][CH2:30][CH2:31][CH3:32])[CH:12]([OH:22])[CH2:13][CH2:14]/[CH:15]=[CH:16]\[CH2:17][CH2:18][CH2:19][CH2:20][CH3:21])[CH2:2][CH2:3]/[CH:4]=[CH:5]\[CH2:6][CH2:7][CH2:8][CH2:9][CH3:10].Cl.[CH3:34][N:35]([CH3:42])[CH2:36][CH2:37][CH2:38][C:39](O)=[O:40].CCN=C=NCCCN(C)C.Cl.CCN(C(C)C)C(C)C, predict the reaction product. The product is: [CH3:34][N:35]([CH3:42])[CH2:36][CH2:37][CH2:38][C:39]([O:22][CH:12]([CH:11]([CH2:1][CH2:2][CH2:3]/[CH:4]=[CH:5]\[CH2:6][CH2:7][CH2:8][CH2:9][CH3:10])[CH2:23][CH2:24][CH2:25]/[CH:26]=[CH:27]\[CH2:28][CH2:29][CH2:30][CH2:31][CH3:32])[CH2:13][CH2:14]/[CH:15]=[CH:16]\[CH2:17][CH2:18][CH2:19][CH2:20][CH3:21])=[O:40]. (5) Given the reactants [OH:1][C:2]1(/[CH:29]=[CH:30]/[C:31]2[CH:32]=[N:33][CH:34]=[CH:35][CH:36]=2)[CH2:7][CH2:6][N:5]([C:8](=[O:28])[CH2:9][O:10][CH2:11][CH2:12][N:13]([CH3:27])[S:14]([C:17]2[C:22]([CH3:23])=[CH:21][C:20]([O:24][CH3:25])=[CH:19][C:18]=2[CH3:26])(=[O:16])=[O:15])[CH2:4][CH2:3]1, predict the reaction product. The product is: [OH:1][C:2]1([CH2:29][CH2:30][C:31]2[CH:32]=[N:33][CH:34]=[CH:35][CH:36]=2)[CH2:3][CH2:4][N:5]([C:8](=[O:28])[CH2:9][O:10][CH2:11][CH2:12][N:13]([CH3:27])[S:14]([C:17]2[C:22]([CH3:23])=[CH:21][C:20]([O:24][CH3:25])=[CH:19][C:18]=2[CH3:26])(=[O:15])=[O:16])[CH2:6][CH2:7]1. (6) Given the reactants [CH3:1][C:2]([S@@:5](/[N:7]=[C:8](/[C:10]1[C:11]([C:20]2[CH:25]=[CH:24][CH:23]=[CH:22][CH:21]=2)=[N:12][C:13]2[C:18]([CH:19]=1)=[CH:17][CH:16]=[CH:15][N:14]=2)\[CH3:9])=[O:6])([CH3:4])[CH3:3].[BH4-].[Na+], predict the reaction product. The product is: [CH3:1][C:2]([S@@:5]([NH:7][CH:8]([C:10]1[C:11]([C:20]2[CH:25]=[CH:24][CH:23]=[CH:22][CH:21]=2)=[N:12][C:13]2[C:18]([CH:19]=1)=[CH:17][CH:16]=[CH:15][N:14]=2)[CH3:9])=[O:6])([CH3:3])[CH3:4]. (7) Given the reactants [CH:1]([N:4]([CH3:29])[C:5]1[C:6]([C:19]2[CH:20]=[C:21]3[C:25](=[CH:26][CH:27]=2)[N:24]([CH3:28])[N:23]=[CH:22]3)=[N:7][C:8]2[C:13]([N:14]=1)=[CH:12][C:11]([C:15]([O:17]C)=[O:16])=[CH:10][CH:9]=2)([CH3:3])[CH3:2].[OH-].[Na+].O, predict the reaction product. The product is: [CH:1]([N:4]([CH3:29])[C:5]1[C:6]([C:19]2[CH:20]=[C:21]3[C:25](=[CH:26][CH:27]=2)[N:24]([CH3:28])[N:23]=[CH:22]3)=[N:7][C:8]2[C:13]([N:14]=1)=[CH:12][C:11]([C:15]([OH:17])=[O:16])=[CH:10][CH:9]=2)([CH3:3])[CH3:2]. (8) Given the reactants [F:1][C:2]1[CH:3]=[C:4]2[N:10]=[CH:9][NH:8][C:5]2=[N:6][CH:7]=1.[H-].[Na+].Cl[CH2:14][C:15]1[CH:25]=[CH:24][C:18]2[N:19]=[C:20]([S:22][CH3:23])[S:21][C:17]=2[CH:16]=1.O, predict the reaction product. The product is: [F:1][C:2]1[CH:3]=[C:4]2[N:10]=[CH:9][N:8]([CH2:14][C:15]3[CH:25]=[CH:24][C:18]4[N:19]=[C:20]([S:22][CH3:23])[S:21][C:17]=4[CH:16]=3)[C:5]2=[N:6][CH:7]=1.